This data is from NCI-60 drug combinations with 297,098 pairs across 59 cell lines. The task is: Regression. Given two drug SMILES strings and cell line genomic features, predict the synergy score measuring deviation from expected non-interaction effect. (1) Drug 1: CNC(=O)C1=NC=CC(=C1)OC2=CC=C(C=C2)NC(=O)NC3=CC(=C(C=C3)Cl)C(F)(F)F. Drug 2: C#CCC(CC1=CN=C2C(=N1)C(=NC(=N2)N)N)C3=CC=C(C=C3)C(=O)NC(CCC(=O)O)C(=O)O. Cell line: SF-295. Synergy scores: CSS=6.48, Synergy_ZIP=0.281, Synergy_Bliss=4.48, Synergy_Loewe=2.20, Synergy_HSA=2.59. (2) Drug 1: CC1C(C(CC(O1)OC2CC(CC3=C2C(=C4C(=C3O)C(=O)C5=C(C4=O)C(=CC=C5)OC)O)(C(=O)CO)O)N)O.Cl. Drug 2: CCN(CC)CCCC(C)NC1=C2C=C(C=CC2=NC3=C1C=CC(=C3)Cl)OC. Cell line: HT29. Synergy scores: CSS=14.2, Synergy_ZIP=-2.11, Synergy_Bliss=-0.306, Synergy_Loewe=-11.8, Synergy_HSA=-1.89. (3) Drug 1: CCC1=CC2CC(C3=C(CN(C2)C1)C4=CC=CC=C4N3)(C5=C(C=C6C(=C5)C78CCN9C7C(C=CC9)(C(C(C8N6C)(C(=O)OC)O)OC(=O)C)CC)OC)C(=O)OC.C(C(C(=O)O)O)(C(=O)O)O. Drug 2: CC1=C(N=C(N=C1N)C(CC(=O)N)NCC(C(=O)N)N)C(=O)NC(C(C2=CN=CN2)OC3C(C(C(C(O3)CO)O)O)OC4C(C(C(C(O4)CO)O)OC(=O)N)O)C(=O)NC(C)C(C(C)C(=O)NC(C(C)O)C(=O)NCCC5=NC(=CS5)C6=NC(=CS6)C(=O)NCCC[S+](C)C)O. Cell line: SF-539. Synergy scores: CSS=53.5, Synergy_ZIP=-3.39, Synergy_Bliss=-1.26, Synergy_Loewe=-1.93, Synergy_HSA=-0.0396.